This data is from Experimentally validated miRNA-target interactions with 360,000+ pairs, plus equal number of negative samples. The task is: Binary Classification. Given a miRNA mature sequence and a target amino acid sequence, predict their likelihood of interaction. (1) The miRNA is hsa-miR-200b-5p with sequence CAUCUUACUGGGCAGCAUUGGA. The protein sequence of the target gene is MRVGAEYQARIPEFDPGATKYTDKDNGGMLVWSPYHSIPDAKLDEYIAIAKEKHGYNVEQALGMLFWHKHNIEKSLADLPNFTPFPDEWTVEDKVLFEQAFSFHGKSFHRIQQMLPDKTIASLVKYYYSWKKTRSRTSLMDRQARKLANRHNQGDSDDDVEETHPMDGNDSDYDPKKEAKKEGNTEQPVQTSKIGLGRREYQSLQHRHHSQRSKCRPPKGMYLTQEDVVAVSCSPNAANTILRQLDMELISLKRQVQNAKQVNSALKQKMEGGIEEFKPPESNQKINARWTTEEQLLAVQ.... Result: 0 (no interaction). (2) The miRNA is hsa-miR-6514-5p with sequence UAUGGAGUGGACUUUCAGCUGGC. The protein sequence of the target gene is MRHLPYFCRGQVVRGFGRGSKQLGIPTANFPEQVVDNLPADISTGIYYGWASVGSGDVHKMVVSIGWNPYYKNTKKSMETHIMHTFKEDFYGEILNVAIVGYLRPEKNFDSLESLISAIQGDIEEAKKRLELPEHLKIKEDNFFQVSKSKIMNGH. Result: 1 (interaction).